The task is: Predict the reactants needed to synthesize the given product.. This data is from Full USPTO retrosynthesis dataset with 1.9M reactions from patents (1976-2016). (1) Given the product [F:1][C:2]1[CH:11]=[C:10]([F:12])[CH:9]=[C:8]2[C:3]=1[C:4]([NH:20][C:21]1[CH:22]=[C:23]([N:28]3[CH2:33][CH2:32][O:31][CH2:30][CH2:29]3)[N:24]=[CH:25][C:26]=1[C:38]1[CH:39]=[CH:40][C:35]([OH:34])=[CH:36][CH:37]=1)=[C:5]([CH3:19])[C:6]([C:13]1[CH:18]=[CH:17][CH:16]=[CH:15][N:14]=1)=[N:7]2, predict the reactants needed to synthesize it. The reactants are: [F:1][C:2]1[CH:11]=[C:10]([F:12])[CH:9]=[C:8]2[C:3]=1[C:4]([NH:20][C:21]1[C:26](I)=[CH:25][N:24]=[C:23]([N:28]3[CH2:33][CH2:32][O:31][CH2:30][CH2:29]3)[CH:22]=1)=[C:5]([CH3:19])[C:6]([C:13]1[CH:18]=[CH:17][CH:16]=[CH:15][N:14]=1)=[N:7]2.[OH:34][C:35]1[CH:40]=[CH:39][C:38](B(O)O)=[CH:37][CH:36]=1.C1(P(C2CCCCC2)C2CCCCC2)CCCCC1.[O-]P([O-])([O-])=O.[K+].[K+].[K+]. (2) Given the product [CH2:1]([C:5]1[N:9]([CH2:10][C:11]2[CH:16]=[CH:15][C:14]([C:17]3[C:18]([C:23]#[N:24])=[CH:19][CH:20]=[CH:21][CH:22]=3)=[CH:13][CH:12]=2)[C:8](=[O:25])[N:7]([CH2:34][CH2:35][C:36]2[CH:41]=[CH:40][CH:39]=[CH:38][CH:37]=2)[N:6]=1)[CH2:2][CH2:3][CH3:4], predict the reactants needed to synthesize it. The reactants are: [CH2:1]([C:5]1[N:9]([CH2:10][C:11]2[CH:16]=[CH:15][C:14]([C:17]3[C:18]([C:23]#[N:24])=[CH:19][CH:20]=[CH:21][CH:22]=3)=[CH:13][CH:12]=2)[C:8](=[O:25])[NH:7][N:6]=1)[CH2:2][CH2:3][CH3:4].CN(C)C=O.[H-].[Na+].Br[CH2:34][CH2:35][C:36]1[CH:41]=[CH:40][CH:39]=[CH:38][CH:37]=1. (3) Given the product [Cl:18][C:19]1[CH:27]=[C:26]2[C:22]([C:23]([CH:11]([NH:17][CH2:16][CH:13]3[CH2:15][CH2:14]3)[C:1]3[C:10]4[C:5](=[CH:6][CH:7]=[CH:8][CH:9]=4)[CH:4]=[CH:3][CH:2]=3)=[CH:24][NH:25]2)=[CH:21][CH:20]=1, predict the reactants needed to synthesize it. The reactants are: [C:1]1([CH:11]=O)[C:10]2[C:5](=[CH:6][CH:7]=[CH:8][CH:9]=2)[CH:4]=[CH:3][CH:2]=1.[CH:13]1([CH2:16][NH2:17])[CH2:15][CH2:14]1.[Cl:18][C:19]1[CH:27]=[C:26]2[C:22]([CH:23]=[CH:24][NH:25]2)=[CH:21][CH:20]=1.